This data is from Reaction yield outcomes from USPTO patents with 853,638 reactions. The task is: Predict the reaction yield, written as a fraction of the theoretical maximum amount of product (1.0 means a 100% yield; for example, 0.34 means a 34% yield). The reactants are [C:1]([O:5][C:6]([NH:8][C@H:9]([CH2:16][OH:17])[CH2:10][CH2:11][C:12]([O:14][CH3:15])=[O:13])=[O:7])([CH3:4])([CH3:3])[CH3:2].[C:18]1([CH3:28])[CH:23]=[CH:22][C:21]([S:24](Cl)(=[O:26])=[O:25])=[CH:20][CH:19]=1.C(N(CC)CC)C. The catalyst is C(Cl)Cl. The product is [C:1]([O:5][C:6]([NH:8][C@H:9]([CH2:16][O:17][S:24]([C:21]1[CH:22]=[CH:23][C:18]([CH3:28])=[CH:19][CH:20]=1)(=[O:26])=[O:25])[CH2:10][CH2:11][C:12]([O:14][CH3:15])=[O:13])=[O:7])([CH3:2])([CH3:4])[CH3:3]. The yield is 0.540.